From a dataset of Catalyst prediction with 721,799 reactions and 888 catalyst types from USPTO. Predict which catalyst facilitates the given reaction. (1) Reactant: [Cl:1][C:2]1[CH:7]=[C:6]([C:8]2[N:13]=[C:12](S(C)=O)[N:11]=[C:10]([NH:17][CH2:18][CH:19]([O:22][CH3:23])[O:20][CH3:21])[CH:9]=2)[CH:5]=[CH:4][N:3]=1.CN(C=O)C.Cl.[CH:30]([N:33]1[CH2:38][CH:37]2[CH2:39][C@H:34]1[CH2:35][NH:36]2)([CH3:32])[CH3:31].C([O-])([O-])=O.[K+].[K+]. Product: [Cl:1][C:2]1[CH:7]=[C:6]([C:8]2[N:13]=[C:12]([N:36]3[CH2:35][CH:34]4[CH2:39][CH:37]3[CH2:38][N:33]4[CH:30]([CH3:32])[CH3:31])[N:11]=[C:10]([NH:17][CH2:18][CH:19]([O:22][CH3:23])[O:20][CH3:21])[CH:9]=2)[CH:5]=[CH:4][N:3]=1. The catalyst class is: 2. (2) Reactant: [C:1]([NH:11][C:12]1[CH:17]=[CH:16][C:15](Br)=[CH:14][CH:13]=1)([O:3][CH2:4][C:5]1[CH:10]=[CH:9][CH:8]=[CH:7][CH:6]=1)=[O:2].C([Li])CCC.[C:24]([N:34]1[CH2:39][CH2:38][C:37](=[O:40])[CH2:36][CH2:35]1)([O:26][CH2:27][C:28]1[CH:33]=[CH:32][CH:31]=[CH:30][CH:29]=1)=[O:25]. Product: [C:28]1([CH2:27][O:26][C:24]([N:34]2[CH2:35][CH2:36][C:37]([OH:40])([C:15]3[CH:16]=[CH:17][C:12]([NH:11][C:1]([O:3][CH2:4][C:5]4[CH:10]=[CH:9][CH:8]=[CH:7][CH:6]=4)=[O:2])=[CH:13][CH:14]=3)[CH2:38][CH2:39]2)=[O:25])[CH:33]=[CH:32][CH:31]=[CH:30][CH:29]=1. The catalyst class is: 7.